This data is from Forward reaction prediction with 1.9M reactions from USPTO patents (1976-2016). The task is: Predict the product of the given reaction. (1) Given the reactants C(N(CC)CC)C.Cl.[O:9]=[C:10]1[CH:15]([N:16]2[C:24](=[O:25])[C:23]3[C:18](=[CH:19][CH:20]=[CH:21][C:22]=3[CH2:26][NH:27][CH3:28])[C:17]2=[O:29])[CH2:14][CH2:13][C:12](=[O:30])[NH:11]1.[CH3:31][O:32][C:33]1[CH:34]=[C:35]([N:39]=[C:40]=[O:41])[CH:36]=[CH:37][CH:38]=1, predict the reaction product. The product is: [O:9]=[C:10]1[CH:15]([N:16]2[C:24](=[O:25])[C:23]3[C:18](=[CH:19][CH:20]=[CH:21][C:22]=3[CH2:26][N:27]([CH3:28])[C:40]([NH:39][C:35]3[CH:36]=[CH:37][CH:38]=[C:33]([O:32][CH3:31])[CH:34]=3)=[O:41])[C:17]2=[O:29])[CH2:14][CH2:13][C:12](=[O:30])[NH:11]1. (2) Given the reactants [CH3:1][O:2][C:3](=[O:9])[C:4]([CH3:8])([CH3:7])[CH2:5][OH:6].[O:10]1[CH:15]=[CH:14][CH2:13][CH2:12][CH2:11]1.S(=O)(=O)(O)O, predict the reaction product. The product is: [CH3:1][O:2][C:3](=[O:9])[C:4]([CH3:8])([CH3:7])[CH2:5][O:6][CH:11]1[CH2:12][CH2:13][CH2:14][CH2:15][O:10]1. (3) The product is: [CH3:18][C:17]1[NH:6][C:4](=[O:5])[C:3]([C:1]#[N:2])=[C:15]([CH:14]([CH3:20])[CH3:13])[CH:16]=1. Given the reactants [C:1]([CH2:3][C:4]([NH2:6])=[O:5])#[N:2].CC([O-])(C)C.[K+].[CH3:13][CH:14]([CH3:20])[CH:15]=[CH:16][C:17](=O)[CH3:18].N#N.O=O, predict the reaction product. (4) Given the reactants [N:1]1([C:7]2[N:12]=[CH:11][CH:10]=[CH:9][N:8]=2)[CH2:6][CH2:5][NH:4][CH2:3][CH2:2]1.[C:13]1([C:19]2[N:20]([CH2:30][C:31](O)=[O:32])[CH:21]=[C:22]([C:24]3[CH:29]=[CH:28][CH:27]=[CH:26][CH:25]=3)[N:23]=2)[CH:18]=[CH:17][CH:16]=[CH:15][CH:14]=1.CN(C(ON1N=NC2C=CC=CC1=2)=[N+](C)C)C.[B-](F)(F)(F)F, predict the reaction product. The product is: [C:13]1([C:19]2[N:20]([CH2:30][C:31]([N:4]3[CH2:5][CH2:6][N:1]([C:7]4[N:8]=[CH:9][CH:10]=[CH:11][N:12]=4)[CH2:2][CH2:3]3)=[O:32])[CH:21]=[C:22]([C:24]3[CH:25]=[CH:26][CH:27]=[CH:28][CH:29]=3)[N:23]=2)[CH:14]=[CH:15][CH:16]=[CH:17][CH:18]=1. (5) Given the reactants [CH3:1][N:2]1[C:10]2[C:5](=[CH:6][C:7]([C:11]3[CH:12]=[C:13]([CH:16]=[CH:17][C:18]=3[O:19][CH3:20])[CH:14]=O)=[CH:8][CH:9]=2)[CH:4]=[CH:3]1.[CH3:21][C@@H:22]([NH2:29])[C:23]1[CH:28]=[CH:27][CH:26]=[CH:25][CH:24]=1, predict the reaction product. The product is: [C:23]1([C@H:22]([NH:29][CH2:14][C:13]2[CH:16]=[CH:17][C:18]([O:19][CH3:20])=[C:11]([C:7]3[CH:6]=[C:5]4[C:10](=[CH:9][CH:8]=3)[N:2]([CH3:1])[CH:3]=[CH:4]4)[CH:12]=2)[CH3:21])[CH:28]=[CH:27][CH:26]=[CH:25][CH:24]=1. (6) Given the reactants [H-].[Na+].[OH:3][CH2:4][C:5]([C:8]1[CH:12]=[C:11]([NH:13][C:14](=[O:27])[C:15]([CH3:26])([S:17]([CH2:20][CH2:21][C:22]([F:25])([F:24])[F:23])(=[O:19])=[O:18])[CH3:16])[O:10][N:9]=1)([CH3:7])[CH3:6].Br[CH2:29][CH2:30][O:31][CH3:32], predict the reaction product. The product is: [CH3:32][O:31][CH2:30][CH2:29][O:3][CH2:4][C:5]([C:8]1[CH:12]=[C:11]([NH:13][C:14](=[O:27])[C:15]([CH3:16])([S:17]([CH2:20][CH2:21][C:22]([F:25])([F:24])[F:23])(=[O:19])=[O:18])[CH3:26])[O:10][N:9]=1)([CH3:7])[CH3:6]. (7) Given the reactants [F:1][C:2]([F:28])([F:27])[C:3]1[CH:8]=[CH:7][C:6]([C:9]2[C:10]([C:15]([NH:17][C:18]3[CH:19]=[C:20]([CH:24]=[CH:25][CH:26]=3)[C:21](O)=[O:22])=[O:16])=[CH:11][CH:12]=[CH:13][CH:14]=2)=[CH:5][CH:4]=1.[NH2:29][CH2:30][C:31]1[CH:36]=[CH:35][C:34]([S:37]([NH:40][C:41]2[CH:46]=[CH:45][CH:44]=[CH:43][CH:42]=2)(=[O:39])=[O:38])=[CH:33][CH:32]=1.C(P(O)(=O)O)CC.CN1CCOCC1, predict the reaction product. The product is: [C:41]1([NH:40][S:37]([C:34]2[CH:33]=[CH:32][C:31]([CH2:30][NH:29][C:21](=[O:22])[C:20]3[CH:24]=[CH:25][CH:26]=[C:18]([NH:17][C:15]([C:10]4[C:9]([C:6]5[CH:5]=[CH:4][C:3]([C:2]([F:27])([F:1])[F:28])=[CH:8][CH:7]=5)=[CH:14][CH:13]=[CH:12][CH:11]=4)=[O:16])[CH:19]=3)=[CH:36][CH:35]=2)(=[O:38])=[O:39])[CH:42]=[CH:43][CH:44]=[CH:45][CH:46]=1. (8) Given the reactants [F:1][C:2]1[CH:10]=[CH:9][C:5]([C:6]([OH:8])=[O:7])=[CH:4][CH:3]=1.[Cl:11][S:12](O)(=[O:14])=[O:13].[Cl-].[Na+], predict the reaction product. The product is: [Cl:11][S:12]([C:3]1[CH:4]=[C:5]([CH:9]=[CH:10][C:2]=1[F:1])[C:6]([OH:8])=[O:7])(=[O:14])=[O:13]. (9) Given the reactants C(=O)([O-])[O-].[K+].[K+].Cl[CH2:8][C:9]1[S:13][C:12]([C:14]2[CH:19]=[CH:18][C:17]([C:20]([F:23])([F:22])[F:21])=[CH:16][CH:15]=2)=[N:11][C:10]=1[CH3:24].[CH3:25][C:26]1[NH:30][C:29]2[CH:31]=[C:32]([C:36]3[CH:37]=[C:38]([CH:44]=[CH:45][CH:46]=3)[C:39]([O:41][CH2:42][CH3:43])=[O:40])[CH:33]=[C:34]([CH3:35])[C:28]=2[N:27]=1, predict the reaction product. The product is: [CH3:25][C:26]1[N:30]([CH2:8][C:9]2[S:13][C:12]([C:14]3[CH:19]=[CH:18][C:17]([C:20]([F:23])([F:22])[F:21])=[CH:16][CH:15]=3)=[N:11][C:10]=2[CH3:24])[C:29]2[CH:31]=[C:32]([C:36]3[CH:37]=[C:38]([CH:44]=[CH:45][CH:46]=3)[C:39]([O:41][CH2:42][CH3:43])=[O:40])[CH:33]=[C:34]([CH3:35])[C:28]=2[N:27]=1. (10) Given the reactants [Cl:1][CH:2]([Cl:21])[C:3]([N:5]1[C@H:9]([CH2:10][F:11])[C@@H:8]([C:12]2[CH:17]=[CH:16][C:15](I)=[CH:14][CH:13]=2)[O:7][C:6]1([CH3:20])[CH3:19])=[O:4].[OH:22][CH2:23][C:24]1[N:29]=[CH:28][C:27](B(O)O)=[CH:26][CH:25]=1, predict the reaction product. The product is: [Cl:1][CH:2]([Cl:21])[C:3]([N:5]1[C@H:9]([CH2:10][F:11])[C@@H:8]([C:12]2[CH:17]=[CH:16][C:15]([C:27]3[CH:28]=[N:29][C:24]([CH2:23][OH:22])=[CH:25][CH:26]=3)=[CH:14][CH:13]=2)[O:7][C:6]1([CH3:20])[CH3:19])=[O:4].